Dataset: Peptide-MHC class I binding affinity with 185,985 pairs from IEDB/IMGT. Task: Regression. Given a peptide amino acid sequence and an MHC pseudo amino acid sequence, predict their binding affinity value. This is MHC class I binding data. (1) The peptide sequence is RAKFKQLL. The MHC is HLA-A30:01 with pseudo-sequence HLA-A30:01. The binding affinity (normalized) is 0.213. (2) The peptide sequence is LSAGVGAVA. The MHC is HLA-A02:01 with pseudo-sequence HLA-A02:01. The binding affinity (normalized) is 0.228. (3) The peptide sequence is RGRIGRTYL. The MHC is HLA-A11:01 with pseudo-sequence HLA-A11:01. The binding affinity (normalized) is 0.0847. (4) The peptide sequence is ARWLFPVYL. The MHC is HLA-B08:03 with pseudo-sequence HLA-B08:03. The binding affinity (normalized) is 0.0847. (5) The peptide sequence is LSISNDLNSI. The MHC is H-2-Db with pseudo-sequence H-2-Db. The binding affinity (normalized) is 0.720.